The task is: Predict the reaction yield, written as a fraction of the theoretical maximum amount of product (1.0 means a 100% yield; for example, 0.34 means a 34% yield).. This data is from Reaction yield outcomes from USPTO patents with 853,638 reactions. (1) The reactants are [Cl:1][C:2]1[C:3]([S:43](=[O:46])(=[O:45])[NH2:44])=[N:4][CH:5]=[C:6]([C:34]=1[NH:35][C:36]1[CH:37]=[C:38]([CH3:42])[CH:39]=[CH:40][CH:41]=1)[C:7]([N:9]1[CH2:33][CH2:32][C:12]2([CH2:21][C:20]3[C:15](=[CH:16][CH:17]=[CH:18][CH:19]=3)[N:14](C(OCC3C=CC=CC=3)=O)[CH2:13]2)[CH2:11][CH2:10]1)=[O:8]. The catalyst is CO.[Pd]. The product is [Cl:1][C:2]1[C:3]([S:43]([NH2:44])(=[O:45])=[O:46])=[N:4][CH:5]=[C:6]([C:7]([N:9]2[CH2:10][CH2:11][C:12]3([CH2:21][C:20]4[C:15](=[CH:16][CH:17]=[CH:18][CH:19]=4)[NH:14][CH2:13]3)[CH2:32][CH2:33]2)=[O:8])[C:34]=1[NH:35][C:36]1[CH:37]=[C:38]([CH3:42])[CH:39]=[CH:40][CH:41]=1. The yield is 0.280. (2) The reactants are Br[CH2:2][CH2:3][CH2:4][CH2:5][CH2:6][CH2:7][O:8][Si:9]([C:12]([CH3:15])([CH3:14])[CH3:13])([CH3:11])[CH3:10].[CH:16]1([NH2:22])[CH2:21][CH2:20][CH2:19][CH2:18][CH2:17]1.C(=O)([O-])[O-].[K+].[K+]. No catalyst specified. The product is [Si:9]([O:8][CH2:7][CH2:6][CH2:5][CH2:4][CH2:3][CH2:2][NH:22][CH:16]1[CH2:21][CH2:20][CH2:19][CH2:18][CH2:17]1)([C:12]([CH3:15])([CH3:14])[CH3:13])([CH3:11])[CH3:10]. The yield is 0.900. (3) The reactants are C[Li].[C:3]([O:7][C:8]([NH:10][C:11]1[CH:16]=[C:15]([CH2:17][C:18]([O:20]CC)=O)[CH:14]=[CH:13][N:12]=1)=[O:9])([CH3:6])([CH3:5])[CH3:4].[CH:23](O)(C)C. The catalyst is C1COCC1. The product is [O:20]=[C:18]([CH3:23])[CH2:17][C:15]1[CH:14]=[CH:13][N:12]=[C:11]([NH:10][C:8](=[O:9])[O:7][C:3]([CH3:4])([CH3:5])[CH3:6])[CH:16]=1. The yield is 0.210. (4) The reactants are N[C:2]1[C:3]2[C:10]([I:11])=[CH:9][N:8]([C@@H:12]3[O:27][C@H:26]([CH2:28][O:29]CC4C=CC(Cl)=CC=4Cl)[C@@H:15]([O:16]CC4C=CC(Cl)=CC=4Cl)[C@@:13]3([CH3:39])[OH:14])[C:4]=2[N:5]=[CH:6][N:7]=1.B(Cl)(Cl)[Cl:41]. The catalyst is ClCCl. The product is [Cl:41][C:2]1[C:3]2[C:10]([I:11])=[CH:9][N:8]([C@@H:12]3[O:27][C@H:26]([CH2:28][OH:29])[C@@H:15]([OH:16])[C@@:13]3([CH3:39])[OH:14])[C:4]=2[N:5]=[CH:6][N:7]=1. The yield is 0.510. (5) The reactants are C[N:2]([C-:4]1[CH:8]=[CH:7][CH:6]=[CH:5]1)C.[CH-:9]1[CH:13]=[CH:12][CH:11]=[CH:10]1.[Fe+2:14].B(F)(F)F.CCO[CH2:22][CH3:23].[Li]CCCC.[B:29](OCC)(OCC)OCC.[OH:39][C:40]([C:43]([OH:46])([CH3:45])[CH3:44])([CH3:42])[CH3:41]. The catalyst is C1COCC1. The product is [CH3:6][C:7]1[C:22]([CH3:23])=[C:5]([B:29]2[O:46][C:43]([CH3:45])([CH3:44])[C:40]([CH3:42])([CH3:41])[O:39]2)[C-:4]([NH2:2])[CH:8]=1.[CH-:9]1[CH:13]=[CH:12][CH:11]=[CH:10]1.[Fe+2:14]. The yield is 0.840. (6) The reactants are [F:1][C:2]1[CH:3]=[CH:4][C:5]([C@@H:8]([NH:10][C:11](=[O:13])C)[CH3:9])=[N:6][CH:7]=1.[CH3:14][C:15]([O:18]C(OC([O:18][C:15]([CH3:17])([CH3:16])[CH3:14])=O)=O)([CH3:17])[CH3:16].O.[OH-].[Li+].O. The yield is 0.940. The product is [C:15]([O:18][C:11](=[O:13])[NH:10][C@H:8]([C:5]1[CH:4]=[CH:3][C:2]([F:1])=[CH:7][N:6]=1)[CH3:9])([CH3:17])([CH3:16])[CH3:14]. The catalyst is CN(C1C=CN=CC=1)C.C1COCC1.CCOCC.